This data is from Retrosynthesis with 50K atom-mapped reactions and 10 reaction types from USPTO. The task is: Predict the reactants needed to synthesize the given product. (1) Given the product COC(=O)c1cccc2c1c(CNC1CC3CCC(C1)N3C)nn2C, predict the reactants needed to synthesize it. The reactants are: CN1C2CCC1CC(N)C2.COC(=O)c1cccc2c1c(C=O)nn2C. (2) Given the product N[C@@H](Cc1ccccc1)C(=O)Nc1cc(-c2ccncc2)ccc1OCc1ccccc1, predict the reactants needed to synthesize it. The reactants are: CC(C)(C)OC(=O)N[C@@H](Cc1ccccc1)C(=O)Nc1cc(-c2ccncc2)ccc1OCc1ccccc1. (3) Given the product CC1CC(=O)NN=C1c1ccc2c(c1)NCCO2, predict the reactants needed to synthesize it. The reactants are: CC1CNc2cc(C3=NNC(=O)CC3C)ccc2O1. (4) Given the product C#Cc1ccc2nc([C@@H]3CC4(CC4)CN3C(=O)OC(C)(C)C)[nH]c2c1, predict the reactants needed to synthesize it. The reactants are: CC(C)(C)OC(=O)N1CC2(CC2)C[C@H]1c1nc2ccc(C#C[Si](C)(C)C)cc2[nH]1. (5) Given the product C[Si](C)(C)CCOCn1ccc(Nc2cncc(CN3CCNCC(OC4CCCCO4)C3)n2)n1, predict the reactants needed to synthesize it. The reactants are: C1CCC(OC2CNCCNC2)OC1.C[Si](C)(C)CCOCn1ccc(Nc2cncc(CO)n2)n1. (6) Given the product COc1ccc(OCc2ccccc2)c(C(=O)O)n1, predict the reactants needed to synthesize it. The reactants are: COC(=O)c1nc(OC)ccc1OCc1ccccc1.